From a dataset of Reaction yield outcomes from USPTO patents with 853,638 reactions. Predict the reaction yield, written as a fraction of the theoretical maximum amount of product (1.0 means a 100% yield; for example, 0.34 means a 34% yield). (1) The reactants are [I-].[CH3:2][S+](C)(C)=O.[H-].[Na+].[CH:9]([CH:11]1[CH2:16][CH2:15][N:14]([C:17]([O:19][CH2:20][C:21]2[CH:26]=[CH:25][CH:24]=[CH:23][CH:22]=2)=[O:18])[CH2:13][CH2:12]1)=[O:10].O. The catalyst is CS(C)=O. The product is [O:10]1[CH2:2][CH:9]1[CH:11]1[CH2:16][CH2:15][N:14]([C:17]([O:19][CH2:20][C:21]2[CH:22]=[CH:23][CH:24]=[CH:25][CH:26]=2)=[O:18])[CH2:13][CH2:12]1. The yield is 0.730. (2) The reactants are [F:1][C:2]1[C:7]([OH:8])=[CH:6][CH:5]=[CH:4][N:3]=1.C([O-])(=O)C.[Na+].[Br:14]Br.[OH-].[Na+]. The catalyst is C(O)(=O)C. The product is [Br:14][C:4]1[N:3]=[C:2]([F:1])[C:7]([OH:8])=[CH:6][CH:5]=1. The yield is 0.300.